Dataset: Forward reaction prediction with 1.9M reactions from USPTO patents (1976-2016). Task: Predict the product of the given reaction. (1) Given the reactants Cl[C:2]1[N:7]=[CH:6][C:5]([CH2:8][C:9]([OH:11])=[O:10])=[CH:4][CH:3]=1.[CH3:12][CH2:13][O-:14].[Na+].[H-].[Na+], predict the reaction product. The product is: [CH2:13]([O:14][C:2]1[N:7]=[CH:6][C:5]([CH2:8][C:9]([OH:11])=[O:10])=[CH:4][CH:3]=1)[CH3:12]. (2) The product is: [OH:17][C:11]1([C:14]([O:16][CH3:18])=[O:15])[CH2:12][CH2:13][NH:8][CH2:9][CH2:10]1. Given the reactants C([N:8]1[CH2:13][CH2:12][C:11]([OH:17])([C:14]([OH:16])=[O:15])[CH2:10][CH2:9]1)C1C=CC=CC=1.[CH3:18]O, predict the reaction product.